Task: Predict the product of the given reaction.. Dataset: Forward reaction prediction with 1.9M reactions from USPTO patents (1976-2016) (1) Given the reactants [N:1]1[CH:6]=[CH:5][CH:4]=[C:3]([C:7]2[CH:11]=[C:10]([C:12]([O:14]CC)=[O:13])[NH:9][N:8]=2)[CH:2]=1.[OH-].[Na+], predict the reaction product. The product is: [N:1]1[CH:6]=[CH:5][CH:4]=[C:3]([C:7]2[CH:11]=[C:10]([C:12]([OH:14])=[O:13])[NH:9][N:8]=2)[CH:2]=1. (2) The product is: [C:43]([O:13][C:12]([C:9]1[CH:10]=[C:11]2[C:6](=[CH:7][CH:8]=1)[N:5]=[C:4]([O:28][CH3:29])[C:3]([CH2:30][C:31]1[CH:32]=[CH:33][C:34]([C:37]([F:40])([F:38])[F:39])=[CH:35][CH:36]=1)=[C:2]2[Cl:1])([C:20]1[C:21]([CH3:27])=[N:22][C:23]([CH3:26])=[CH:24][CH:25]=1)[C:14]1[N:18]([CH3:19])[N:17]=[N:16][CH:15]=1)(=[O:45])[CH3:44]. Given the reactants [Cl:1][C:2]1[C:11]2[C:6](=[CH:7][CH:8]=[C:9]([C:12]([C:20]3[C:21]([CH3:27])=[N:22][C:23]([CH3:26])=[CH:24][CH:25]=3)([C:14]3[N:18]([CH3:19])[N:17]=[N:16][CH:15]=3)[OH:13])[CH:10]=2)[N:5]=[C:4]([O:28][CH3:29])[C:3]=1[CH2:30][C:31]1[CH:36]=[CH:35][C:34]([C:37]([F:40])([F:39])[F:38])=[CH:33][CH:32]=1.[H-].[Na+].[C:43](OC(=O)C)(=[O:45])[CH3:44], predict the reaction product. (3) Given the reactants [NH2:1][C:2]1[C:3]([C:17]([NH2:19])=[O:18])=[N:4][C:5]([C:9]2[CH:14]=[CH:13][C:12](=[O:15])[N:11]([CH3:16])[CH:10]=2)=[CH:6][N+:7]=1[O-].P(Cl)(Cl)([Cl:22])=O.O.[OH-].[Na+], predict the reaction product. The product is: [NH2:1][C:2]1[C:3]([C:17]([NH2:19])=[O:18])=[N:4][C:5]([C:9]2[CH:14]=[CH:13][C:12](=[O:15])[N:11]([CH3:16])[CH:10]=2)=[C:6]([Cl:22])[N:7]=1. (4) Given the reactants [CH3:1][S:2]([C:5]1[CH:10]=[CH:9][C:8]([NH:11][C:12]2[C:16]([C:17]#[N:18])=[CH:15][NH:14][N:13]=2)=[CH:7][CH:6]=1)(=[O:4])=[O:3].[C:19]([C:22]1[CH:27]=[CH:26][C:25](B(O)O)=[CH:24][CH:23]=1)(=[O:21])[CH3:20], predict the reaction product. The product is: [C:19]([C:22]1[CH:27]=[CH:26][C:25]([N:14]2[CH:15]=[C:16]([C:17]#[N:18])[C:12]([NH:11][C:8]3[CH:7]=[CH:6][C:5]([S:2]([CH3:1])(=[O:3])=[O:4])=[CH:10][CH:9]=3)=[N:13]2)=[CH:24][CH:23]=1)(=[O:21])[CH3:20].